From a dataset of Catalyst prediction with 721,799 reactions and 888 catalyst types from USPTO. Predict which catalyst facilitates the given reaction. Reactant: C[O:2][C:3]1[CH:12]=[C:11]2[C:6]([CH:7]=[C:8]([CH2:13][C:14]([O:16][CH2:17][CH3:18])=[O:15])[CH:9]=[N:10]2)=[CH:5][CH:4]=1.ClC1C(CC(OCC)=O)=CC2C(=CC(OC)=CC=2)N=1.ClC1C(CC(OCC)=O)=CC2C(=CC=CC=2OC)N=1. Product: [OH:2][C:3]1[CH:12]=[C:11]2[C:6]([CH:7]=[C:8]([CH2:13][C:14]([O:16][CH2:17][CH3:18])=[O:15])[CH:9]=[N:10]2)=[CH:5][CH:4]=1. The catalyst class is: 591.